This data is from Reaction yield outcomes from USPTO patents with 853,638 reactions. The task is: Predict the reaction yield, written as a fraction of the theoretical maximum amount of product (1.0 means a 100% yield; for example, 0.34 means a 34% yield). (1) The reactants are [OH:1][C@H:2]1[CH2:6][CH2:5][O:4][C:3]1=[O:7].N1C=CN=C1.C1COCC1.[Si:18](Cl)([C:31]([CH3:34])([CH3:33])[CH3:32])([C:25]1[CH:30]=[CH:29][CH:28]=[CH:27][CH:26]=1)[C:19]1[CH:24]=[CH:23][CH:22]=[CH:21][CH:20]=1. The catalyst is CC(OC)(C)C. The product is [Si:18]([O:1][C@H:2]1[CH2:6][CH2:5][O:4][C:3]1=[O:7])([C:31]([CH3:34])([CH3:33])[CH3:32])([C:25]1[CH:26]=[CH:27][CH:28]=[CH:29][CH:30]=1)[C:19]1[CH:24]=[CH:23][CH:22]=[CH:21][CH:20]=1. The yield is 0.950. (2) The reactants are [Br:1][C:2]1[CH:7]=[C:6]([Cl:8])[CH:5]=[C:4]([F:9])[C:3]=1N.F[B-](F)(F)F.N#[O+].[C-:18]#[N:19].[K+]. The catalyst is C(Cl)Cl. The product is [Br:1][C:2]1[CH:7]=[C:6]([Cl:8])[CH:5]=[C:4]([F:9])[C:3]=1[C:18]#[N:19]. The yield is 0.380. (3) The reactants are [NH2:1][CH:2]([C:6]([OH:8])=[O:7])[CH:3]([CH3:5])[CH3:4].C(N(CC)CC)C.[CH2:16]([O:20][C:21]1[CH:26]=[CH:25][C:24]([S:27](Cl)(=[O:29])=[O:28])=[CH:23][CH:22]=1)[C:17]#[C:18][CH3:19]. The catalyst is C1COCC1.O.C(OCC)(=O)C. The product is [CH2:16]([O:20][C:21]1[CH:26]=[CH:25][C:24]([S:27]([NH:1][CH:2]([CH:3]([CH3:5])[CH3:4])[C:6]([OH:8])=[O:7])(=[O:29])=[O:28])=[CH:23][CH:22]=1)[C:17]#[C:18][CH3:19]. The yield is 0.280.